From a dataset of Reaction yield outcomes from USPTO patents with 853,638 reactions. Predict the reaction yield, written as a fraction of the theoretical maximum amount of product (1.0 means a 100% yield; for example, 0.34 means a 34% yield). (1) The reactants are N#N.[SH:3][CH2:4][CH2:5][CH2:6][Si:7]([O:14][CH2:15][CH3:16])([O:11][CH2:12][CH3:13])[O:8][CH2:9][CH3:10].C(N(CC)CC)C.[C:24](Cl)(=[O:32])[CH2:25][CH2:26][CH2:27][CH2:28][CH2:29][CH2:30][CH3:31]. The catalyst is CCCCCC. The product is [C:24]([S:3][CH2:4][CH2:5][CH2:6][Si:7]([O:14][CH2:15][CH3:16])([O:8][CH2:9][CH3:10])[O:11][CH2:12][CH3:13])(=[O:32])[CH2:25][CH2:26][CH2:27][CH2:28][CH2:29][CH2:30][CH3:31]. The yield is 0.870. (2) The reactants are [C:1]1([C:7]#[C:8][C:9]2[CH:23]=[CH:22][C:12]3[N:13]=[C:14]([NH:16][C:17]([NH:19][CH2:20][CH3:21])=[O:18])[S:15][C:11]=3[CH:10]=2)[CH:6]=[CH:5][CH:4]=[CH:3][CH:2]=1. The catalyst is [Pd].C(O)C. The product is [C:1]1([CH2:7][CH2:8][C:9]2[CH:23]=[CH:22][C:12]3[N:13]=[C:14]([NH:16][C:17]([NH:19][CH2:20][CH3:21])=[O:18])[S:15][C:11]=3[CH:10]=2)[CH:2]=[CH:3][CH:4]=[CH:5][CH:6]=1. The yield is 0.760. (3) The reactants are [F:1][C:2]1[CH:3]=[C:4]2[C:12](=[CH:13][CH:14]=1)[N:11]([CH2:15][C:16]1[CH:25]=[CH:24][C:19]([C:20]([O:22][CH3:23])=[O:21])=[CH:18][CH:17]=1)[C:10]1[CH2:9][CH2:8][C:7](=[CH2:26])[C:6](=[O:27])[C:5]2=1.[CH:28]([N:31]1[CH2:36][CH2:35][NH:34][CH2:33][CH2:32]1)([CH3:30])[CH3:29]. The catalyst is C1(C)C=CC=CC=1. The product is [F:1][C:2]1[CH:3]=[C:4]2[C:12](=[CH:13][CH:14]=1)[N:11]([CH2:15][C:16]1[CH:25]=[CH:24][C:19]([C:20]([O:22][CH3:23])=[O:21])=[CH:18][CH:17]=1)[C:10]1[CH2:9][CH2:8][CH:7]([CH2:26][N:34]3[CH2:35][CH2:36][N:31]([CH:28]([CH3:30])[CH3:29])[CH2:32][CH2:33]3)[C:6](=[O:27])[C:5]2=1. The yield is 0.380. (4) The reactants are ClCC1C=CC(C#N)=CC=1.Br[CH2:12][C:13]1[CH:18]=[CH:17][CH:16]=[CH:15][C:14]=1[C:19]([F:22])([F:21])[F:20].[CH2:23]([NH:30][C:31]([C:33]1[S:37][C:36]([N:38]2[CH2:42][CH2:41][NH:40][C:39]2=[O:43])=[N:35][C:34]=1[CH3:44])=[O:32])[C:24]1[CH:29]=[CH:28][CH:27]=[CH:26][CH:25]=1. No catalyst specified. The product is [CH2:23]([NH:30][C:31]([C:33]1[S:37][C:36]([N:38]2[CH2:42][CH2:41][N:40]([CH2:12][C:13]3[CH:18]=[CH:17][CH:16]=[CH:15][C:14]=3[C:19]([F:22])([F:21])[F:20])[C:39]2=[O:43])=[N:35][C:34]=1[CH3:44])=[O:32])[C:24]1[CH:29]=[CH:28][CH:27]=[CH:26][CH:25]=1. The yield is 0.340. (5) The reactants are [CH3:1][O:2][C:3]([NH:5][C@@H:6]([CH:54]([CH3:56])[CH3:55])[C:7]([N:9]1[CH2:13][CH2:12][CH2:11][C@H:10]1[C:14]1[NH:18][C:17]2[C:19]3[C:24]([CH:25]=[CH:26][C:16]=2[N:15]=1)=[CH:23][C:22]([C:27]1[CH:28]=[C:29]2[C:34](=[CH:35][CH:36]=1)[CH:33]=[C:32]([C:37]1[NH:41][C:40]([C@@H:42]4[CH2:46][CH2:45][CH2:44][N:43]4[C:47]([O:49]C(C)(C)C)=O)=[N:39][CH:38]=1)[CH:31]=[CH:30]2)=[CH:21][CH:20]=3)=[O:8])=[O:4].Cl.[CH3:58][O:59][C:60]([NH:62][C@H:63]([C:67]1[CH:72]=[CH:71][CH:70]=[CH:69][CH:68]=1)C(O)=O)=[O:61].CCOC(C(C#N)=NOC(N1CCOCC1)=[N+](C)C)=O.F[P-](F)(F)(F)(F)F.CCN(C(C)C)C(C)C. The catalyst is C(Cl)Cl.CN(C=O)C. The product is [CH3:58][O:59][C:60]([NH:62][C@H:63]([C:67]1[CH:72]=[CH:71][CH:70]=[CH:69][CH:68]=1)[C:47]([N:43]1[CH2:44][CH2:45][CH2:46][C@H:42]1[C:40]1[NH:41][C:37]([C:32]2[CH:33]=[C:34]3[C:29](=[CH:30][CH:31]=2)[CH:28]=[C:27]([C:22]2[CH:23]=[C:24]4[C:19](=[CH:20][CH:21]=2)[C:17]2[NH:18][C:14]([C@@H:10]5[CH2:11][CH2:12][CH2:13][N:9]5[C:7](=[O:8])[C@@H:6]([NH:5][C:3](=[O:4])[O:2][CH3:1])[CH:54]([CH3:55])[CH3:56])=[N:15][C:16]=2[CH:26]=[CH:25]4)[CH:36]=[CH:35]3)=[CH:38][N:39]=1)=[O:49])=[O:61]. The yield is 0.620. (6) The reactants are [F:1][C:2]1[CH:7]=[CH:6][C:5]([C:8]#[C:9][CH2:10][O:11][C:12]2[CH:17]=[CH:16][C:15]([C:18]3[N:26](COCC[Si](C)(C)C)[C:25]4[C:24](=[O:35])[N:23]([CH2:36][CH2:37][CH3:38])[C:22]([C:39]5[CH:44]=[CH:43][CH:42]=[C:41]([C:45]([F:48])([F:47])[F:46])[CH:40]=5)=[N:21][C:20]=4[N:19]=3)=[CH:14][CH:13]=2)=[CH:4][CH:3]=1.Cl. The catalyst is C(O)C. The product is [F:1][C:2]1[CH:7]=[CH:6][C:5]([C:8]#[C:9][CH2:10][O:11][C:12]2[CH:17]=[CH:16][C:15]([C:18]3[NH:26][C:25]4[C:24](=[O:35])[N:23]([CH2:36][CH2:37][CH3:38])[C:22]([C:39]5[CH:44]=[CH:43][CH:42]=[C:41]([C:45]([F:48])([F:46])[F:47])[CH:40]=5)=[N:21][C:20]=4[N:19]=3)=[CH:14][CH:13]=2)=[CH:4][CH:3]=1. The yield is 0.460. (7) The reactants are [NH2:1][C:2]1[CH:7]=[N:6][C:5]([CH3:8])=[CH:4][N:3]=1.[N+:9]([C:11]1[CH:20]=[CH:19][C:14]2[O:15][CH2:16][CH2:17][O:18][C:13]=2[CH:12]=1)#[C-:10].[Cl:21][C:22]1[CH:29]=[CH:28][CH:27]=[C:26]([F:30])[C:23]=1[CH:24]=O.[Cl-].[In+3].[Cl-].[Cl-]. The catalyst is C1(C)C=CC=CC=1. The product is [Cl:21][C:22]1[CH:29]=[CH:28][CH:27]=[C:26]([F:30])[C:23]=1[C:24]1[N:1]=[C:2]2[CH:7]=[N:6][C:5]([CH3:8])=[CH:4][N:3]2[C:10]=1[NH:9][C:11]1[CH:20]=[CH:19][C:14]2[O:15][CH2:16][CH2:17][O:18][C:13]=2[CH:12]=1. The yield is 0.600.